Dataset: Full USPTO retrosynthesis dataset with 1.9M reactions from patents (1976-2016). Task: Predict the reactants needed to synthesize the given product. (1) Given the product [CH2:15]([O:14][CH2:13][CH2:12][CH2:11][CH2:10][CH2:9][N:1]1[CH2:6][CH2:5][C:4](=[O:7])[CH2:3][CH2:2]1)[CH2:16][CH2:17][CH3:18], predict the reactants needed to synthesize it. The reactants are: [NH:1]1[CH2:6][CH2:5][C:4](=[O:7])[CH2:3][CH2:2]1.Cl[CH2:9][CH2:10][CH2:11][CH2:12][CH2:13][O:14][CH2:15][CH2:16][CH2:17][CH3:18]. (2) Given the product [CH:138]1[C:150]2[CH:149]([CH2:151][O:152][C:153]([NH:155][C@@H:156]([CH2:160][CH2:161][CH2:162][NH:163][C:164]([NH2:166])=[O:165])[C:157]([NH:60][C:61]3[CH:66]=[CH:65][C:64]([CH2:83][O:82][C:74]4[C:75]5[CH:81]=[CH:80][CH:79]=[CH:78][C:76]=5[C:77]5[C@H:69]([CH2:68][Cl:67])[CH2:70][N:71]([C:105](=[O:137])[CH2:106][CH2:107][CH2:108][CH2:109][CH2:22][O:21][C:16]6[C:17]([O:19][CH3:20])=[CH:18][C:13]7[C:12](=[O:55])[N:11]8[CH2:56][CH2:57][CH2:58][CH:10]8[C@H:9]([OH:59])[N:8]([C:1]([O:3][C:177]([CH3:178])([CH3:172])[CH3:176])=[O:2])[C:14]=7[CH:15]=6)[C:72]=5[CH:73]=4)=[CH:63][CH:62]=3)=[O:158])=[O:154])[C:148]3[C:143](=[CH:144][CH:145]=[CH:146][CH:147]=3)[C:142]=2[CH:141]=[CH:140][CH:139]=1, predict the reactants needed to synthesize it. The reactants are: [C:1]([N:8]1[C:14]2[CH:15]=[C:16]([O:21][CH2:22]CCCCC(N3C4C=C(OCC5C=CC([N+]([O-])=O)=CC=5)C5C=CC=CC=5C=4[C@H](CCl)C3)=O)[C:17]([O:19][CH3:20])=[CH:18][C:13]=2[C:12](=[O:55])[N:11]2[CH2:56][CH2:57][CH2:58][CH:10]2[C@@H:9]1[OH:59])([O:3]C(C)(C)C)=[O:2].[NH2:60][C:61]1[CH:66]=[CH:65][CH:64]=[CH:63][CH:62]=1.[Cl:67][CH2:68][C@H:69]1[C:77]2[C:76]3[CH:78]=[CH:79][CH:80]=[CH:81][C:75]=3[C:74]([O:82][CH2:83]C3C=CC(NC(=O)CCCCCN4C(=O)C=CC4=O)=CC=3)=[CH:73][C:72]=2[N:71]([C:105](=[O:137])[CH2:106][CH2:107][CH2:108][CH2:109]COC2C(OC)=CC3C(=O)N4CCCC4[C@H](O)N(C(OC(C)(C)C)=O)C=3C=2)[CH2:70]1.[CH:138]1[C:150]2[CH:149]([CH2:151][O:152][C:153]([NH:155][C@@H:156]([CH2:160][CH2:161][CH2:162][NH:163][C:164]([NH2:166])=[O:165])[C:157](O)=[O:158])=[O:154])[C:148]3[C:143](=[CH:144][CH:145]=[CH:146][CH:147]=3)[C:142]=2[CH:141]=[CH:140][CH:139]=1.C(OC1C=[CH:178][C:177]2[C:172](=CC=C[CH:176]=2)N1C(OCC)=O)C.CCOC1N(C(OCC)=O)C2C(=CC=CC=2)C=C1. (3) Given the product [CH3:34][NH:30][C:18]1[C:17]([NH2:28])=[CH:16][C:13]([C:8]([F:9])([F:10])[F:11])=[CH:14][N:26]=1, predict the reactants needed to synthesize it. The reactants are: BrC1C(N)=NC=C([C:8]([F:11])([F:10])[F:9])C=1.[C:13]([CH2:16][C:17](=O)[CH3:18])(=O)[CH3:14].C(=O)([O-])[O-].[Cs+].[Cs+].[NH3:26].[Cl-].[NH4+:28].C[N:30]1[C:34](=O)CCC1. (4) The reactants are: [NH:1]1[CH2:6][CH2:5][CH2:4][CH:3]([NH:7][C:8]2[C:13]([C:14]([NH2:16])=[O:15])=[CH:12][N:11]=[C:10]3[NH:17][CH:18]=[CH:19][C:9]=23)[CH2:2]1.[N:20]([CH2:23][C:24]1[CH:29]=[CH:28][CH:27]=[CH:26][CH:25]=1)=[C:21]=[O:22].CCN(C(C)C)C(C)C. Given the product [CH2:23]([NH:20][C:21]([N:1]1[CH2:6][CH2:5][CH2:4][CH:3]([NH:7][C:8]2[C:13]([C:14]([NH2:16])=[O:15])=[CH:12][N:11]=[C:10]3[NH:17][CH:18]=[CH:19][C:9]=23)[CH2:2]1)=[O:22])[C:24]1[CH:29]=[CH:28][CH:27]=[CH:26][CH:25]=1, predict the reactants needed to synthesize it. (5) Given the product [CH3:24][C:14]1[CH:19]=[CH:18][C:17]([S:20]([O:13][CH2:12][CH2:11][O:10][CH2:9][CH2:8][O:7][CH2:6][CH2:5][O:4][CH2:1][C:2]#[CH:3])(=[O:22])=[O:21])=[CH:16][CH:15]=1, predict the reactants needed to synthesize it. The reactants are: [CH2:1]([O:4][CH2:5][CH2:6][O:7][CH2:8][CH2:9][O:10][CH2:11][CH2:12][OH:13])[C:2]#[CH:3].[C:14]1([CH3:24])[CH:19]=[CH:18][C:17]([S:20](Cl)(=[O:22])=[O:21])=[CH:16][CH:15]=1. (6) The reactants are: [N:1]1[CH:6]=[CH:5][CH:4]=[N:3][C:2]=1[C:7](O)=O.C(Cl)CCl.C1C=CC2N(O)N=NC=2C=1.[NH:24]([C:26]1[N:35]=[CH:34][CH:33]=[C:32]2[C:27]=1[CH:28]=[C:29]([C:58]1[CH:63]=[CH:62][CH:61]=[CH:60][CH:59]=1)[C:30]([C:36]1[CH:41]=[CH:40][C:39]([C:42]3([NH:50][C:51](=[O:57])[O:52][C:53]([CH3:56])([CH3:55])[CH3:54])[CH2:45][C:44]4([O:49][CH2:48][CH2:47][O:46]4)[CH2:43]3)=[CH:38][CH:37]=1)=[N:31]2)[NH2:25].C(O)(=O)C. Given the product [C:58]1([C:29]2[C:30]([C:36]3[CH:37]=[CH:38][C:39]([C:42]4([NH:50][C:51](=[O:57])[O:52][C:53]([CH3:55])([CH3:54])[CH3:56])[CH2:45][C:44]5([O:49][CH2:48][CH2:47][O:46]5)[CH2:43]4)=[CH:40][CH:41]=3)=[N:31][C:32]3[CH:33]=[CH:34][N:35]4[C:7]([C:2]5[N:1]=[CH:6][CH:5]=[CH:4][N:3]=5)=[N:25][N:24]=[C:26]4[C:27]=3[CH:28]=2)[CH:63]=[CH:62][CH:61]=[CH:60][CH:59]=1, predict the reactants needed to synthesize it. (7) The reactants are: C([O:3][C:4](=[O:14])[CH2:5]P(OCC)(OCC)=O)C.[H-].[Na+].[C:17]([C:21]1[CH:26]=[CH:25][C:24]([CH2:27][C:28](C2C=CC=CC=2)=O)=[CH:23][CH:22]=1)([CH3:20])([CH3:19])[CH3:18]. Given the product [C:17]([C:21]1[CH:22]=[CH:23][C:24]([C:27]([CH3:28])=[CH:5][C:4]([OH:3])=[O:14])=[CH:25][CH:26]=1)([CH3:20])([CH3:19])[CH3:18], predict the reactants needed to synthesize it. (8) Given the product [F:14][C:13]1[CH:12]=[CH:11][C:10]([C@:15]([C:24]2[CH:29]=[C:28]([C:30]([F:33])([F:32])[F:31])[CH:27]=[C:26]([F:34])[CH:25]=2)([NH2:23])[CH2:16][C:17]2[CH:22]=[CH:21][CH:20]=[CH:19][CH:18]=2)=[CH:9][C:8]=1[CH2:2][CH:3]([CH3:5])[CH3:4], predict the reactants needed to synthesize it. The reactants are: [Br-].[CH2:2]([Zn+])[CH:3]([CH3:5])[CH3:4].Br[C:8]1[CH:9]=[C:10]([C@:15]([C:24]2[CH:29]=[C:28]([C:30]([F:33])([F:32])[F:31])[CH:27]=[C:26]([F:34])[CH:25]=2)([NH2:23])[CH2:16][C:17]2[CH:22]=[CH:21][CH:20]=[CH:19][CH:18]=2)[CH:11]=[CH:12][C:13]=1[F:14]. (9) The reactants are: [C:1]([O:5][C:6](=[O:11])[NH:7][CH2:8][C:9]#[CH:10])([CH3:4])([CH3:3])[CH3:2].C(NC(C)C)(C)C.[Cl:19][C:20]1[CH:21]=[C:22]([NH:35][C:36]2[C:45]3[C:40](=[CH:41][CH:42]=[C:43](I)[CH:44]=3)[N:39]=[CH:38][N:37]=2)[CH:23]=[CH:24][C:25]=1[O:26][CH2:27][C:28]1[CH:33]=[CH:32][CH:31]=[C:30]([F:34])[CH:29]=1. Given the product [C:1]([O:5][C:6](=[O:11])[NH:7][CH2:8][C:9]#[C:10][C:43]1[CH:44]=[C:45]2[C:40](=[CH:41][CH:42]=1)[N:39]=[CH:38][N:37]=[C:36]2[NH:35][C:22]1[CH:23]=[CH:24][C:25]([O:26][CH2:27][C:28]2[CH:33]=[CH:32][CH:31]=[C:30]([F:34])[CH:29]=2)=[C:20]([Cl:19])[CH:21]=1)([CH3:4])([CH3:3])[CH3:2], predict the reactants needed to synthesize it. (10) Given the product [CH2:9]([C@@:11]12[CH2:24][CH2:23][C@@:22]([CH2:26][CH3:58])([OH:25])[CH2:21][C@@H:20]1[CH:19]=[CH:18][C:17]1[CH:16]=[C:15]([C:29]([NH:8][C:7]3[C:2]([CH3:1])=[N:3][CH:4]=[CH:5][CH:6]=3)=[O:31])[CH:14]=[CH:13][C:12]2=1)[C:10]1[CH:41]=[CH:36][CH:35]=[CH:33][CH:34]=1, predict the reactants needed to synthesize it. The reactants are: [CH3:1][C:2]1[C:7]([NH2:8])=[CH:6][CH:5]=[CH:4][N:3]=1.[CH2:9]([C@:11]12[CH2:24][CH2:23][C@:22]([CH2:26]CC)([OH:25])[CH2:21][C@H:20]1[CH:19]=[CH:18][C:17]1[CH:16]=[C:15]([C:29]([O:31]C)=O)[CH:14]=[CH:13][C:12]2=1)[CH3:10].[CH2:33]([C@@:35]12CC[C@@](CCC)(O)C[C@@H]1C=C[C:41]1C=C(C(OC)=O)C=C[C:36]2=1)[CH3:34].[Li+].[CH3:58][Si]([N-][Si](C)(C)C)(C)C.